From a dataset of Catalyst prediction with 721,799 reactions and 888 catalyst types from USPTO. Predict which catalyst facilitates the given reaction. (1) Reactant: C([O:5][C:6](=[O:20])[CH2:7][N:8]1[C:12]2=[CH:13][N:14]=[CH:15][CH:16]=[C:11]2[C:10]([C:17](=[O:19])[CH3:18])=[CH:9]1)(C)(C)C.[C:21]([OH:27])([C:23]([F:26])([F:25])[F:24])=[O:22]. Product: [F:24][C:23]([F:26])([F:25])[C:21]([OH:27])=[O:22].[C:17]([C:10]1[C:11]2[C:12](=[CH:13][N:14]=[CH:15][CH:16]=2)[N:8]([CH2:7][C:6]([OH:20])=[O:5])[CH:9]=1)(=[O:19])[CH3:18]. The catalyst class is: 2. (2) Reactant: [Br:1][C:2]1[CH:10]=[C:9]2[C:5]([C:6]([SH:17])=[N:7][N:8]2[C:11]2[CH:16]=[CH:15][CH:14]=[CH:13][CH:12]=2)=[CH:4][CH:3]=1.[C:18]([O-])([O-])=O.[Cs+].[Cs+].IC. Product: [Br:1][C:2]1[CH:10]=[C:9]2[C:5]([C:6]([S:17][CH3:18])=[N:7][N:8]2[C:11]2[CH:16]=[CH:15][CH:14]=[CH:13][CH:12]=2)=[CH:4][CH:3]=1. The catalyst class is: 23. (3) Reactant: [Br:1]N1C(=O)CCC1=O.[CH3:9][C:10]([CH3:39])([CH3:38])[C:11]([NH:13][C:14]1[C:15]([C:34]([O:36][CH3:37])=[O:35])=[C:16]([CH2:20][CH2:21][CH:22]2[CH2:26][CH2:25][CH2:24][N:23]2[C:27]([O:29][C:30]([CH3:33])([CH3:32])[CH3:31])=[O:28])[CH:17]=[CH:18][CH:19]=1)=[O:12]. Product: [Br:1][C:17]1[C:16]([CH2:20][CH2:21][CH:22]2[CH2:26][CH2:25][CH2:24][N:23]2[C:27]([O:29][C:30]([CH3:31])([CH3:32])[CH3:33])=[O:28])=[C:15]([C:34]([O:36][CH3:37])=[O:35])[C:14]([NH:13][C:11](=[O:12])[C:10]([CH3:39])([CH3:38])[CH3:9])=[CH:19][CH:18]=1. The catalyst class is: 10. (4) Product: [C:33]([O:32][C:30](=[O:31])[NH:29][CH:26]1[CH2:27][CH2:28][N:23]([CH2:22][CH2:21][N:10]2[C:11]3[C:6](=[CH:5][CH:4]=[C:3]([O:2][CH3:1])[CH:12]=3)[C:7](=[O:13])[CH:8]=[CH:9]2)[CH2:24][CH2:25]1)([CH3:36])([CH3:35])[CH3:34]. The catalyst class is: 3. Reactant: [CH3:1][O:2][C:3]1[CH:12]=[C:11]2[C:6]([C:7]([OH:13])=[CH:8][CH:9]=[N:10]2)=[CH:5][CH:4]=1.[H-].[Na+].CS(O[CH2:21][CH2:22][N:23]1[CH2:28][CH2:27][CH:26]([NH:29][C:30]([O:32][C:33]([CH3:36])([CH3:35])[CH3:34])=[O:31])[CH2:25][CH2:24]1)(=O)=O.C(#N)C.O.